This data is from Reaction yield outcomes from USPTO patents with 853,638 reactions. The task is: Predict the reaction yield, written as a fraction of the theoretical maximum amount of product (1.0 means a 100% yield; for example, 0.34 means a 34% yield). (1) The reactants are [N+:1]([C:4]1[CH:10]=[CH:9][CH:8]=[CH:7][C:5]=1[NH2:6])([O-:3])=[O:2].Cl.[N:12]([O-])=O.[Na+].[OH-].[Na+].[OH:18][C:19]1[C:24](CO)=[CH:23][C:22]([O:27][CH3:28])=[CH:21][C:20]=1[CH2:29][OH:30].C1(O)C=CC=CC=1. The catalyst is O.S(=O)(=O)(O)N.C(O)C. The product is [OH:30][CH2:29][C:20]1[CH:21]=[C:22]([O:27][CH3:28])[CH:23]=[C:24]([N:12]=[N:6][C:5]2[CH:7]=[CH:8][CH:9]=[CH:10][C:4]=2[N+:1]([O-:3])=[O:2])[C:19]=1[OH:18]. The yield is 0.558. (2) The reactants are [Br:1][C:2]1[CH:3]=[CH:4][C:5]2[O:16][C:15]3([CH2:21][CH2:20][CH:19]([O:22][CH3:23])[CH2:18][CH2:17]3)[C:8]3([NH:12][C:11](=S)[C:10]([CH3:14])=[N:9]3)[C:6]=2[CH:7]=1.[NH3:24].CO. No catalyst specified. The product is [Br:1][C:2]1[CH:3]=[CH:4][C:5]2[O:16][C:15]3([CH2:21][CH2:20][CH:19]([O:22][CH3:23])[CH2:18][CH2:17]3)[C:8]3([N:12]=[C:11]([NH2:24])[C:10]([CH3:14])=[N:9]3)[C:6]=2[CH:7]=1. The yield is 0.270. (3) The reactants are N1C2C=CC=CC=2N=C1C(O[C:13]1[CH:18]=[CH:17][C:16]([CH3:19])=[CH:15][CH:14]=1)=O.[C:20](=[O:23])([O-])[O-].[K+].[K+].ClCCBr.[N:30]12[CH2:40][CH2:39][CH2:38][N:37]=[C:36]1[CH2:35][CH2:34][CH2:33][CH2:32][CH2:31]2.Cl. The catalyst is C(O)(C)C.O. The product is [CH3:19][C:16]1[CH:17]=[CH:18][C:13]([C:20]([C:36]2[N:30]([CH:40]=[CH2:39])[C:31]3[CH:32]=[CH:33][CH:34]=[CH:35][C:38]=3[N:37]=2)=[O:23])=[CH:14][CH:15]=1. The yield is 0.650.